Dataset: Reaction yield outcomes from USPTO patents with 853,638 reactions. Task: Predict the reaction yield, written as a fraction of the theoretical maximum amount of product (1.0 means a 100% yield; for example, 0.34 means a 34% yield). (1) The reactants are Br[C:2]1[CH:7]=[CH:6][CH:5]=[CH:4][N:3]=1.[Cl:8][C:9]1[CH:10]=[C:11]([N:15]([CH3:22])[C:16](=[O:21])[CH2:17][CH2:18][C:19]#[CH:20])[CH:12]=[CH:13][CH:14]=1. No catalyst specified. The product is [Cl:8][C:9]1[CH:10]=[C:11]([N:15]([CH3:22])[C:16](=[O:21])[CH2:17][CH2:18][C:19]#[C:20][C:2]2[CH:7]=[CH:6][CH:5]=[CH:4][N:3]=2)[CH:12]=[CH:13][CH:14]=1. The yield is 0.330. (2) The reactants are CO[CH2:3][CH2:4][N:5]1[CH2:10][CH2:9][N:8]2[N:11]=[C:12]([N+:14]([O-:16])=[O:15])[CH:13]=[C:7]2[CH2:6]1.[NH2:17][CH2:18]CC#N. No catalyst specified. The product is [N+:14]([C:12]1[CH:13]=[C:7]2[CH2:6][N:5]([CH2:4][CH2:3][C:18]#[N:17])[CH2:10][CH2:9][N:8]2[N:11]=1)([O-:16])=[O:15]. The yield is 0.810.